This data is from Full USPTO retrosynthesis dataset with 1.9M reactions from patents (1976-2016). The task is: Predict the reactants needed to synthesize the given product. (1) Given the product [Cl:1][C:2]1[CH:3]=[C:4]([N:9]2[CH2:14][CH2:13][N:12]([C:29]([C@@H:25]3[CH2:26][CH2:27][CH2:28][C@H:23]([NH:22][C:15](=[O:16])[O:17][C:18]([CH3:20])([CH3:19])[CH3:21])[CH2:24]3)=[O:30])[CH2:11][CH2:10]2)[CH:5]=[CH:6][C:7]=1[Cl:8], predict the reactants needed to synthesize it. The reactants are: [Cl:1][C:2]1[CH:3]=[C:4]([N:9]2[CH2:14][CH2:13][NH:12][CH2:11][CH2:10]2)[CH:5]=[CH:6][C:7]=1[Cl:8].[C:15]([NH:22][C@@H:23]1[CH2:28][CH2:27][CH2:26][C@H:25]([C:29](O)=[O:30])[CH2:24]1)([O:17][C:18]([CH3:21])([CH3:20])[CH3:19])=[O:16].C1C=CC2N(O)N=NC=2C=1.C(Cl)CCl. (2) Given the product [NH2:18][CH2:17][C:14]1[CH:15]=[C:16]2[C:11](=[CH:12][CH:13]=1)[C:10](=[O:19])[NH:9][CH:8]2[CH2:1][C:2]1[CH:7]=[CH:6][CH:5]=[CH:4][CH:3]=1, predict the reactants needed to synthesize it. The reactants are: [CH2:1]([CH:8]1[C:16]2[C:11](=[CH:12][CH:13]=[C:14]([C:17]#[N:18])[CH:15]=2)[C:10](=[O:19])[NH:9]1)[C:2]1[CH:7]=[CH:6][CH:5]=[CH:4][CH:3]=1.[BH4-].[Na+].Cl. (3) Given the product [CH3:8][S:9]([O:28][CH:24]([CH2:25][CH2:26][CH3:27])[CH:23]([S:20]([C:17]1[CH:16]=[CH:15][C:14]([Cl:13])=[CH:19][CH:18]=1)(=[O:22])=[O:21])[C:29]1[CH:34]=[C:33]([F:35])[CH:32]=[CH:31][C:30]=1[F:36])(=[O:11])=[O:10], predict the reactants needed to synthesize it. The reactants are: C(N(CC)CC)C.[CH3:8][S:9](Cl)(=[O:11])=[O:10].[Cl:13][C:14]1[CH:19]=[CH:18][C:17]([S:20]([CH:23]([C:29]2[CH:34]=[C:33]([F:35])[CH:32]=[CH:31][C:30]=2[F:36])[CH:24]([OH:28])[CH2:25][CH2:26][CH3:27])(=[O:22])=[O:21])=[CH:16][CH:15]=1.